Dataset: Full USPTO retrosynthesis dataset with 1.9M reactions from patents (1976-2016). Task: Predict the reactants needed to synthesize the given product. (1) Given the product [CH2:23]([N:24]([CH2:25][CH3:26])[C:2]1[CH:3]=[N:4][C:5]2[C:10]([N:11]=1)=[C:9]([C:12]1[NH:20][C:19]3[CH2:18][CH2:17][NH:16][C:15](=[O:21])[C:14]=3[CH:13]=1)[CH:8]=[CH:7][CH:6]=2)[CH3:22], predict the reactants needed to synthesize it. The reactants are: F[C:2]1[CH:3]=[N:4][C:5]2[C:10]([N:11]=1)=[C:9]([C:12]1[NH:20][C:19]3[CH2:18][CH2:17][NH:16][C:15](=[O:21])[C:14]=3[CH:13]=1)[CH:8]=[CH:7][CH:6]=2.[CH3:22][C:23]1(C)C[CH2:26][CH2:25][NH:24]1. (2) Given the product [CH2:25]([C:24]1[CH:29]=[CH:20][CH:21]=[C:22]([CH2:32][CH3:31])[C:23]=1[C:2]1[N:7]=[C:6]([O:15][CH3:12])[C:5]([CH2:9][N:19]([CH3:18])[CH:20]2[C:29]3[C:24](=[CH:25][CH:26]=[CH:27][CH:28]=3)[CH2:23][CH2:22][CH2:21]2)=[C:4]([CH3:11])[N:3]=1)[CH3:26], predict the reactants needed to synthesize it. The reactants are: Cl[C:2]1[N:7]=[C:6](Cl)[C:5]([CH2:9]Cl)=[C:4]([CH3:11])[N:3]=1.[C:12]([O-:15])([O-])=O.[K+].[K+].[CH3:18][NH:19][C@@H:20]1[C:29]2[C:24](=[CH:25][CH:26]=[CH:27][CH:28]=2)[CH2:23][CH2:22][CH2:21]1.O.[CH3:31][CH2:32]O. (3) Given the product [CH:34]1([NH:38][S:39]([NH:17][C:14]([C:10]2[CH:11]=[CH:12][CH:13]=[C:8]([C:7]3[N:3]([CH2:1][CH3:2])[N:4]=[C:5]([CH2:18][O:19][C:20]4[CH:21]=[CH:22][C:23]([F:26])=[CH:24][CH:25]=4)[CH:6]=3)[CH:9]=2)([CH3:16])[CH3:15])(=[O:41])=[O:40])[CH2:37][CH2:36][CH2:35]1, predict the reactants needed to synthesize it. The reactants are: [CH2:1]([N:3]1[C:7]([C:8]2[CH:9]=[C:10]([C:14]([NH2:17])([CH3:16])[CH3:15])[CH:11]=[CH:12][CH:13]=2)=[CH:6][C:5]([CH2:18][O:19][C:20]2[CH:25]=[CH:24][C:23]([F:26])=[CH:22][CH:21]=2)=[N:4]1)[CH3:2].CCN(CC)CC.[CH:34]1([NH:38][S:39](Cl)(=[O:41])=[O:40])[CH2:37][CH2:36][CH2:35]1. (4) Given the product [F:26][C:18]1[C:19]([O:24][CH3:25])=[CH:20][C:21]([O:22][CH3:23])=[C:2]([F:1])[C:3]=1[CH2:4][O:5][C:6]1[CH:11]=[N:10][C:9]([NH:12][C:13]2[CH:17]=[N:16][N:15]([CH2:27][C@@H:40]([OH:44])[CH3:41])[CH:14]=2)=[N:8][CH:7]=1, predict the reactants needed to synthesize it. The reactants are: [F:1][C:2]1[C:21]([O:22][CH3:23])=[CH:20][C:19]([O:24][CH3:25])=[C:18]([F:26])[C:3]=1[CH2:4][O:5][C:6]1[CH:7]=[N:8][C:9]([NH:12][C:13]2[CH:14]=[N:15][NH:16][CH:17]=2)=[N:10][CH:11]=1.[C:27](=O)([O-])[O-].[Cs+].[Cs+].C(=O)([O-])O.[Na+].CN1CC[CH2:41][C:40]1=[O:44]. (5) Given the product [OH:16][CH2:15][C:12]1[CH:13]=[CH:14][C:8]2[CH:7]=[C:6]([C:4]([OH:5])=[O:3])[S:10][C:9]=2[CH:11]=1, predict the reactants needed to synthesize it. The reactants are: C([O:3][C:4]([C:6]1[S:10][C:9]2[CH:11]=[C:12]([CH2:15][OH:16])[CH:13]=[CH:14][C:8]=2[CH:7]=1)=[O:5])C.O.[Li+].[OH-]. (6) Given the product [CH3:1][O:2][C:3]1[CH:4]=[C:5]2[C:10](=[CH:11][C:12]=1[O:13][CH3:14])[N:9]=[CH:8][CH:7]=[C:6]2[O:15][C:16]1[C:22]([CH3:23])=[CH:21][C:19]([NH:20][C:29](=[O:35])[O:30][C:31]2[C:39]([O:38][CH3:37])=[CH:44][CH:43]=[CH:42][C:41]=2[O:45][CH3:46])=[C:18]([CH3:24])[CH:17]=1, predict the reactants needed to synthesize it. The reactants are: [CH3:1][O:2][C:3]1[CH:4]=[C:5]2[C:10](=[CH:11][C:12]=1[O:13][CH3:14])[N:9]=[CH:8][CH:7]=[C:6]2[O:15][C:16]1[C:22]([CH3:23])=[CH:21][C:19]([NH2:20])=[C:18]([CH3:24])[CH:17]=1.ClC(Cl)(O[C:29](=[O:35])[O:30][C:31](Cl)(Cl)Cl)Cl.[CH3:37][O:38][C:39]1[CH:44]=[CH:43][CH:42]=[C:41]([O:45][CH3:46])C=1O.C(=O)(O)[O-].[Na+]. (7) Given the product [CH2:3]([O:5][C:6]([C:8]1[C:9](=[O:27])[C:10]2[CH:15]=[N:14][C:13]([S:16][CH3:17])=[N:12][C:11]=2[N:18]([CH2:20][C:21]2[CH:26]=[CH:25][CH:24]=[CH:23][CH:22]=2)[CH:19]=1)=[O:7])[CH3:4], predict the reactants needed to synthesize it. The reactants are: BrBr.[CH2:3]([O:5][C:6]([CH:8]1[CH2:19][N:18]([CH2:20][C:21]2[CH:26]=[CH:25][CH:24]=[CH:23][CH:22]=2)[C:11]2[N:12]=[C:13]([S:16][CH3:17])[N:14]=[CH:15][C:10]=2[C:9]1=[O:27])=[O:7])[CH3:4].C(N(CC)CC)C.O. (8) Given the product [F:1][C:2]1[CH:7]=[C:6]([F:8])[CH:5]=[CH:4][C:3]=1[C:9]1[CH:10]=[C:11]2[C:16](=[CH:17][CH:18]=1)[CH:15]=[C:14]([S:19][C:21]1[CH:28]=[CH:27][CH:26]=[CH:25][C:22]=1[C:23]#[N:24])[CH:13]=[CH:12]2, predict the reactants needed to synthesize it. The reactants are: [F:1][C:2]1[CH:7]=[C:6]([F:8])[CH:5]=[CH:4][C:3]=1[C:9]1[CH:10]=[C:11]2[C:16](=[CH:17][CH:18]=1)[CH:15]=[C:14]([SH:19])[CH:13]=[CH:12]2.I[C:21]1[CH:28]=[CH:27][CH:26]=[CH:25][C:22]=1[C:23]#[N:24].C(=O)([O-])[O-].[K+].[K+].C(O)CO.